Dataset: NCI-60 drug combinations with 297,098 pairs across 59 cell lines. Task: Regression. Given two drug SMILES strings and cell line genomic features, predict the synergy score measuring deviation from expected non-interaction effect. Drug 1: CS(=O)(=O)CCNCC1=CC=C(O1)C2=CC3=C(C=C2)N=CN=C3NC4=CC(=C(C=C4)OCC5=CC(=CC=C5)F)Cl. Drug 2: C1CCC(C(C1)[NH-])[NH-].C(=O)(C(=O)[O-])[O-].[Pt+4]. Cell line: HT29. Synergy scores: CSS=56.8, Synergy_ZIP=-2.11, Synergy_Bliss=-3.92, Synergy_Loewe=-1.65, Synergy_HSA=1.41.